This data is from NCI-60 drug combinations with 297,098 pairs across 59 cell lines. The task is: Regression. Given two drug SMILES strings and cell line genomic features, predict the synergy score measuring deviation from expected non-interaction effect. (1) Drug 1: CC1CCC2CC(C(=CC=CC=CC(CC(C(=O)C(C(C(=CC(C(=O)CC(OC(=O)C3CCCCN3C(=O)C(=O)C1(O2)O)C(C)CC4CCC(C(C4)OC)O)C)C)O)OC)C)C)C)OC. Drug 2: CS(=O)(=O)OCCCCOS(=O)(=O)C. Cell line: EKVX. Synergy scores: CSS=2.68, Synergy_ZIP=-3.03, Synergy_Bliss=-0.153, Synergy_Loewe=-6.15, Synergy_HSA=0.644. (2) Drug 1: CC1=C(C(=CC=C1)Cl)NC(=O)C2=CN=C(S2)NC3=CC(=NC(=N3)C)N4CCN(CC4)CCO. Drug 2: CN(C(=O)NC(C=O)C(C(C(CO)O)O)O)N=O. Cell line: NCI-H226. Synergy scores: CSS=1.91, Synergy_ZIP=1.11, Synergy_Bliss=4.46, Synergy_Loewe=-8.85, Synergy_HSA=-1.44. (3) Drug 1: CC1=C(C=C(C=C1)NC2=NC=CC(=N2)N(C)C3=CC4=NN(C(=C4C=C3)C)C)S(=O)(=O)N.Cl. Drug 2: CN(CC1=CN=C2C(=N1)C(=NC(=N2)N)N)C3=CC=C(C=C3)C(=O)NC(CCC(=O)O)C(=O)O. Cell line: 786-0. Synergy scores: CSS=20.8, Synergy_ZIP=1.31, Synergy_Bliss=2.36, Synergy_Loewe=-7.28, Synergy_HSA=2.92. (4) Drug 1: CC1=C(C=C(C=C1)NC2=NC=CC(=N2)N(C)C3=CC4=NN(C(=C4C=C3)C)C)S(=O)(=O)N.Cl. Drug 2: CN(C)N=NC1=C(NC=N1)C(=O)N. Cell line: RPMI-8226. Synergy scores: CSS=5.22, Synergy_ZIP=2.38, Synergy_Bliss=9.65, Synergy_Loewe=-2.16, Synergy_HSA=2.31. (5) Drug 1: CC1C(C(CC(O1)OC2CC(OC(C2O)C)OC3=CC4=CC5=C(C(=O)C(C(C5)C(C(=O)C(C(C)O)O)OC)OC6CC(C(C(O6)C)O)OC7CC(C(C(O7)C)O)OC8CC(C(C(O8)C)O)(C)O)C(=C4C(=C3C)O)O)O)O. Drug 2: CN1C2=C(C=C(C=C2)N(CCCl)CCCl)N=C1CCCC(=O)O.Cl. Cell line: SF-295. Synergy scores: CSS=45.5, Synergy_ZIP=2.34, Synergy_Bliss=6.47, Synergy_Loewe=-33.5, Synergy_HSA=2.08. (6) Drug 1: COC1=C(C=C2C(=C1)N=CN=C2NC3=CC(=C(C=C3)F)Cl)OCCCN4CCOCC4. Drug 2: CCC1=C2CN3C(=CC4=C(C3=O)COC(=O)C4(CC)O)C2=NC5=C1C=C(C=C5)O. Cell line: SF-268. Synergy scores: CSS=50.5, Synergy_ZIP=1.91, Synergy_Bliss=4.22, Synergy_Loewe=2.82, Synergy_HSA=4.75.